From a dataset of Reaction yield outcomes from USPTO patents with 853,638 reactions. Predict the reaction yield, written as a fraction of the theoretical maximum amount of product (1.0 means a 100% yield; for example, 0.34 means a 34% yield). (1) The reactants are [CH3:1][O:2][C:3](=[O:20])[C:4]1[CH:9]=[CH:8][C:7]([CH3:10])=[C:6]([N:11]2[C:16](=[O:17])[CH:15]=[C:14]([OH:18])[N:13]=[C:12]2[CH3:19])[CH:5]=1.Cl.Cl[CH2:23][C:24]1[N:25]=[C:26]([CH3:29])[S:27][CH:28]=1.C(=O)([O-])[O-].[K+].[K+].C1OCCOCCOCCOCCOCCOC1. The catalyst is CN(C)C=O. The product is [CH3:1][O:2][C:3](=[O:20])[C:4]1[CH:9]=[CH:8][C:7]([CH3:10])=[C:6]([N:11]2[C:16](=[O:17])[CH:15]=[C:14]([O:18][CH2:23][C:24]3[N:25]=[C:26]([CH3:29])[S:27][CH:28]=3)[N:13]=[C:12]2[CH3:19])[CH:5]=1. The yield is 0.160. (2) The reactants are Cl.[NH:2]1[CH2:7][CH2:6][CH2:5][C@H:4]([C:8]2[O:12][N:11]=[C:10]([C:13]3[NH:14][C:15]4[C:20]([CH:21]=3)=[CH:19][CH:18]=[CH:17][CH:16]=4)[N:9]=2)[CH2:3]1.[CH3:22][C:23]1[O:27][N:26]=[CH:25][C:24]=1[C:28](O)=[O:29]. The catalyst is C(Cl)Cl. The product is [NH:14]1[C:15]2[C:20](=[CH:19][CH:18]=[CH:17][CH:16]=2)[CH:21]=[C:13]1[C:10]1[N:9]=[C:8]([C@H:4]2[CH2:5][CH2:6][CH2:7][N:2]([C:28]([C:24]3[CH:25]=[N:26][O:27][C:23]=3[CH3:22])=[O:29])[CH2:3]2)[O:12][N:11]=1. The yield is 0.0500. (3) The reactants are [CH:1]([C:3]1[CH:4]=[C:5]([CH:10]=[CH:11][C:12]=1OS(C(F)(F)F)(=O)=O)[C:6]([O:8][CH3:9])=[O:7])=[O:2].[F:21][C:22]1[CH:27]=[CH:26][C:25]([O:28][CH3:29])=[CH:24][C:23]=1B(O)O.[O-]P([O-])([O-])=O.[K+].[K+].[K+]. The catalyst is C1C=CC([P]([Pd]([P](C2C=CC=CC=2)(C2C=CC=CC=2)C2C=CC=CC=2)([P](C2C=CC=CC=2)(C2C=CC=CC=2)C2C=CC=CC=2)[P](C2C=CC=CC=2)(C2C=CC=CC=2)C2C=CC=CC=2)(C2C=CC=CC=2)C2C=CC=CC=2)=CC=1. The product is [CH3:9][O:8][C:6]([C:5]1[CH:10]=[CH:11][C:12]([C:23]2[CH:24]=[C:25]([O:28][CH3:29])[CH:26]=[CH:27][C:22]=2[F:21])=[C:3]([CH:1]=[O:2])[CH:4]=1)=[O:7]. The yield is 1.00. (4) The reactants are [SH:1][C:2]1[CH:3]=[C:4]([OH:8])[CH:5]=[CH:6][CH:7]=1.C(=O)([O-])[O-].[K+].[K+].Br[CH2:16][CH2:17][CH2:18][C:19]([O:21]CC)=[O:20].[OH-].[Na+]. The catalyst is O.C(O)C. The product is [OH:8][C:4]1[CH:3]=[C:2]([S:1][CH2:16][CH2:17][CH2:18][C:19]([OH:21])=[O:20])[CH:7]=[CH:6][CH:5]=1. The yield is 0.720. (5) The reactants are C[O:2][C:3](=[O:46])[C:4]1[CH:9]=[CH:8][CH:7]=[CH:6][C:5]=1[O:10][C:11]1[CH:16]=[CH:15][CH:14]=[C:13]([O:17][CH2:18][CH2:19][CH2:20][O:21][C:22]2[CH:27]=[C:26]([O:28]CC3C=CC=CC=3)[C:25]([C:36]3[N:37]=[CH:38][S:39][CH:40]=3)=[CH:24][C:23]=2[CH2:41][CH3:42])[C:12]=1[CH2:43][CH2:44][CH3:45].B(F)(F)F.CCOCC. The catalyst is C(S)C.C(OCC)C. The product is [CH2:41]([C:23]1[CH:24]=[C:25]([C:36]2[N:37]=[CH:38][S:39][CH:40]=2)[C:26]([OH:28])=[CH:27][C:22]=1[O:21][CH2:20][CH2:19][CH2:18][O:17][C:13]1[C:12]([CH2:43][CH2:44][CH3:45])=[C:11]([CH:16]=[CH:15][CH:14]=1)[O:10][C:5]1[CH:6]=[CH:7][CH:8]=[CH:9][C:4]=1[C:3]([OH:46])=[O:2])[CH3:42]. The yield is 0.650. (6) The reactants are [F:1][CH:2]([F:26])[O:3][C:4]1[CH:9]=[CH:8][C:7]([CH:10]([C:12]2([C:18]3[CH:19]=[C:20]([CH3:24])[CH:21]=[CH:22][CH:23]=3)SCCCS2)[OH:11])=[CH:6][C:5]=1[CH3:25].C([OH:31])(C)(C)C.CC(OI1(OC(C)=O)(OC(C)=O)OC(=O)C2C=CC=CC1=2)=O.S([O-])([O-])(=O)=S.[Na+].[Na+]. The catalyst is ClCCl. The product is [F:1][CH:2]([F:26])[O:3][C:4]1[CH:9]=[CH:8][C:7]([C:10](=[O:11])[C:12]([C:18]2[CH:19]=[C:20]([CH3:24])[CH:21]=[CH:22][CH:23]=2)=[O:31])=[CH:6][C:5]=1[CH3:25]. The yield is 0.700. (7) The reactants are [F:1][C:2]1[CH:3]=[C:4]([C@H:8]2[CH2:12][CH2:11][CH2:10][N:9]2[C:13]2[CH:18]=[CH:17][N:16]3[N:19]=[CH:20][C:21]([NH2:22])=[C:15]3[N:14]=2)[CH:5]=[CH:6][CH:7]=1.C1N=CN([C:28]([N:30]2[CH:34]=N[CH:32]=[CH:31]2)=[O:29])C=1.Cl.N1CC([OH:40])C1.CCN(C(C)C)C(C)C. The catalyst is C(Cl)Cl. The product is [F:1][C:2]1[CH:3]=[C:4]([C@H:8]2[CH2:12][CH2:11][CH2:10][N:9]2[C:13]2[CH:18]=[CH:17][N:16]3[N:19]=[CH:20][C:21]([NH:22][C:28]([N:30]4[CH2:31][CH:32]([OH:40])[CH2:34]4)=[O:29])=[C:15]3[N:14]=2)[CH:5]=[CH:6][CH:7]=1. The yield is 0.960. (8) The reactants are FC(F)(F)C1C=C(NC(=O)NC2C=CC(C3SC(CCC(OC)=O)=NC=3)=CC=2)C=CC=1.[NH2:32][C:33]1[CH:38]=[CH:37][C:36]([C:39]2[S:43][C:42]([CH2:44][CH2:45][C:46]([CH3:52])([CH3:51])[C:47]([O:49][CH3:50])=[O:48])=[N:41][CH:40]=2)=[CH:35][CH:34]=1.[F:53][C:54]1[CH:59]=[C:58]([F:60])[C:57]([F:61])=[CH:56][C:55]=1[N:62]=[C:63]=[O:64]. No catalyst specified. The product is [CH3:51][C:46]([CH3:52])([CH2:45][CH2:44][C:42]1[S:43][C:39]([C:36]2[CH:35]=[CH:34][C:33]([NH:32][C:63]([NH:62][C:55]3[CH:56]=[C:57]([F:61])[C:58]([F:60])=[CH:59][C:54]=3[F:53])=[O:64])=[CH:38][CH:37]=2)=[CH:40][N:41]=1)[C:47]([O:49][CH3:50])=[O:48]. The yield is 0.810. (9) The reactants are [C:1]([O:5][C@@H:6]([C:12]1[C:13]([CH3:40])=[N:14][C:15]([CH3:39])=[C:16]([C:26]2[CH:31]=[CH:30][C:29]([O:32][C:33]3[CH:38]=[CH:37][CH:36]=[CH:35][CH:34]=3)=[CH:28][CH:27]=2)[C:17]=1[N:18]1[CH2:23][CH2:22][C:21]([CH3:25])([CH3:24])[CH2:20][CH2:19]1)[C:7]([O:9]CC)=[O:8])([CH3:4])([CH3:3])[CH3:2].[Li+].[OH-]. The catalyst is CCO.O. The product is [C:1]([O:5][C@@H:6]([C:12]1[C:13]([CH3:40])=[N:14][C:15]([CH3:39])=[C:16]([C:26]2[CH:31]=[CH:30][C:29]([O:32][C:33]3[CH:34]=[CH:35][CH:36]=[CH:37][CH:38]=3)=[CH:28][CH:27]=2)[C:17]=1[N:18]1[CH2:19][CH2:20][C:21]([CH3:25])([CH3:24])[CH2:22][CH2:23]1)[C:7]([OH:9])=[O:8])([CH3:4])([CH3:2])[CH3:3]. The yield is 0.870. (10) The reactants are [NH2:1][C:2]1[CH:7]=[CH:6][C:5]([CH2:8][CH2:9][CH2:10][C:11]([OH:13])=[O:12])=[CH:4][CH:3]=1.Cl.[C:15]([O-])(O)=O.[Na+].C([O-])([O-])=O.[Na+].[Na+]. The catalyst is CO. The product is [CH3:15][O:12][C:11](=[O:13])[CH2:10][CH2:9][CH2:8][C:5]1[CH:4]=[CH:3][C:2]([NH2:1])=[CH:7][CH:6]=1. The yield is 0.910.